The task is: Predict the reaction yield, written as a fraction of the theoretical maximum amount of product (1.0 means a 100% yield; for example, 0.34 means a 34% yield).. This data is from Reaction yield outcomes from USPTO patents with 853,638 reactions. (1) The reactants are C(N(CC)CC)C.[CH2:8]([C:10]([C:21]1[CH:26]=[CH:25][C:24](OS(C(F)(F)F)(=O)=O)=[C:23]([CH3:35])[CH:22]=1)([C:13]1[CH:18]=[CH:17][C:16]([OH:19])=[C:15]([CH3:20])[CH:14]=1)[CH2:11][CH3:12])[CH3:9].[C:36]([C:38]1([OH:44])[CH2:43][CH2:42][CH2:41][CH2:40][CH2:39]1)#[CH:37]. The catalyst is C(#N)C. The product is [CH2:8]([C:10]([C:13]1[CH:18]=[CH:17][C:16]([OH:19])=[C:15]([CH3:20])[CH:14]=1)([C:21]1[CH:26]=[CH:25][C:24]([C:37]#[C:36][C:38]2([OH:44])[CH2:43][CH2:42][CH2:41][CH2:40][CH2:39]2)=[C:23]([CH3:35])[CH:22]=1)[CH2:11][CH3:12])[CH3:9]. The yield is 0.630. (2) The reactants are Cl[C:2]1[CH:7]=[C:6]([N:8]2[CH:12]=[CH:11][N:10]=[CH:9]2)[N:5]=[CH:4][N:3]=1.[NH3:13]. The catalyst is CO. The product is [N:8]1([C:6]2[N:5]=[CH:4][N:3]=[C:2]([NH2:13])[CH:7]=2)[CH:12]=[CH:11][N:10]=[CH:9]1. The yield is 0.400. (3) The reactants are [H-].[Na+].Cl[C:4]1[C:9]([CH:10]([N:12]([CH3:23])[CH2:13][C@@H:14]([C:16]2[CH:21]=[CH:20][C:19]([F:22])=[CH:18][N:17]=2)[OH:15])[CH3:11])=[CH:8][CH:7]=[C:6]([Cl:24])[N:5]=1.[Cl-].[NH4+].O. The catalyst is C1COCC1. The product is [Cl:24][C:6]1[CH:7]=[CH:8][C:9]2[CH:10]([CH3:11])[N:12]([CH3:23])[CH2:13][C@@H:14]([C:16]3[CH:21]=[CH:20][C:19]([F:22])=[CH:18][N:17]=3)[O:15][C:4]=2[N:5]=1. The yield is 0.940. (4) The reactants are [Na].[C:2]([O:8][CH2:9][CH3:10])(=[O:7])[CH2:3][C:4]([CH3:6])=[O:5].O/[N:12]=[C:13](\Cl)/[C:14]1[CH:19]=[CH:18][CH:17]=[C:16]([Cl:20])[CH:15]=1. The catalyst is CO. The product is [CH2:9]([O:8][C:2]([C:3]1[C:13]([C:14]2[CH:19]=[CH:18][CH:17]=[C:16]([Cl:20])[CH:15]=2)=[N:12][O:5][C:4]=1[CH3:6])=[O:7])[CH3:10]. The yield is 0.400. (5) The reactants are [Br:1][C:2]1[CH:3]=[C:4]([F:18])[C:5]2[O:9][CH:8]([C:10]3([OH:16])[CH2:15][CH2:14][NH:13][CH2:12][CH2:11]3)[CH2:7][C:6]=2[CH:17]=1.Cl[C:20]1[N:25]=[CH:24][C:23]([CH2:26][CH2:27][CH3:28])=[CH:22][N:21]=1.C([O-])([O-])=O.[K+].[K+]. The catalyst is CN(C=O)C. The product is [Br:1][C:2]1[CH:3]=[C:4]([F:18])[C:5]2[O:9][CH:8]([C:10]3([OH:16])[CH2:11][CH2:12][N:13]([C:20]4[N:25]=[CH:24][C:23]([CH2:26][CH2:27][CH3:28])=[CH:22][N:21]=4)[CH2:14][CH2:15]3)[CH2:7][C:6]=2[CH:17]=1. The yield is 0.526. (6) The yield is 0.154. The reactants are [CH2:1]([N:5]1[C:10]([CH3:11])=[C:9]([CH3:12])[CH:8]=[C:7](C(O)=O)[C:6]1=[O:16])[CH2:2][CH2:3][CH3:4].C([N:19](CC)CC)C.[C:32]1(P(N=[N+]=[N-])([C:32]2[CH:37]=[CH:36][CH:35]=[CH:34][CH:33]=2)=O)[CH:37]=[CH:36][CH:35]=[CH:34][CH:33]=1.Cl.[C:42]([O:45][CH2:46]C)(=[O:44])C. The catalyst is O1CCOCC1. The product is [CH2:46]([O:45][C:42]([NH:19][C:7]1[C:6](=[O:16])[N:5]([CH2:1][CH2:2][CH2:3][CH3:4])[C:10]([CH3:11])=[C:9]([CH3:12])[CH:8]=1)=[O:44])[C:32]1[CH:33]=[CH:34][CH:35]=[CH:36][CH:37]=1. (7) The reactants are [C:1]([CH:4]1[CH2:9][CH:8]([C:10]([O:12][CH2:13][CH3:14])=[O:11])[CH2:7][CH2:6][NH:5]1)(=[O:3])[NH2:2].C(N(C(C)C)C(C)C)C.[C:24](Cl)(=[O:33])[O:25][CH2:26][C:27]1[CH:32]=[CH:31][CH:30]=[CH:29][CH:28]=1. The catalyst is ClCCl. The product is [C:1]([CH:4]1[CH2:9][CH:8]([C:10]([O:12][CH2:13][CH3:14])=[O:11])[CH2:7][CH2:6][N:5]1[C:24]([O:25][CH2:26][C:27]1[CH:32]=[CH:31][CH:30]=[CH:29][CH:28]=1)=[O:33])(=[O:3])[NH2:2]. The yield is 0.510. (8) The reactants are [CH2:1]([O:3][C:4](=[O:17])/[CH:5]=[C:6](\[NH:13][C:14](=[O:16])[CH3:15])/[C@H:7]([CH3:12])[C@H:8]([CH3:11])[CH:9]=[CH2:10])[CH3:2]. The catalyst is [Pd].CO. The product is [CH2:1]([O:3][C:4](=[O:17])[CH2:5][C@@H:6]([NH:13][C:14](=[O:16])[CH3:15])[C@H:7]([CH3:12])[C@H:8]([CH3:11])[CH2:9][CH3:10])[CH3:2]. The yield is 0.902. (9) The reactants are [CH3:1][O:2][C:3]1[CH:8]=[C:7]([CH3:9])[CH:6]=[CH:5][C:4]=1[N+:10]([O-:12])=[O:11].C(O[CH:18](N(C)C)[N:19](C)C)(C)(C)C.NOS(O)(=O)=O. The catalyst is O. The product is [CH3:1][O:2][C:3]1[CH:8]=[C:7]([CH2:9][C:18]#[N:19])[CH:6]=[CH:5][C:4]=1[N+:10]([O-:12])=[O:11]. The yield is 0.300.